Predict the product of the given reaction. From a dataset of Forward reaction prediction with 1.9M reactions from USPTO patents (1976-2016). (1) Given the reactants Cl[CH2:2][C:3]1[C:4]([C:16]2[CH:21]=[C:20]([F:22])[CH:19]=[CH:18][C:17]=2[O:23][CH3:24])=[CH:5][CH:6]=[C:7]2[C:12]=1[NH:11][C:10](=[O:13])[C:9]([CH3:15])([CH3:14])[NH:8]2.[CH3:25][C:26]1[CH:32]=[CH:31][C:29]([NH2:30])=[CH:28][CH:27]=1.C(=O)([O-])[O-].[K+].[K+].C(OCC)(=O)C, predict the reaction product. The product is: [F:22][C:20]1[CH:19]=[CH:18][C:17]([O:23][CH3:24])=[C:16]([C:4]2[C:3]([CH2:2][NH:30][C:29]3[CH:31]=[CH:32][C:26]([CH3:25])=[CH:27][CH:28]=3)=[C:12]3[C:7]([NH:8][C:9]([CH3:15])([CH3:14])[C:10](=[O:13])[NH:11]3)=[CH:6][CH:5]=2)[CH:21]=1. (2) Given the reactants C[O:2][C:3](=[O:23])[CH2:4][CH2:5][N:6]1[C:11]2[CH:12]=[C:13]([CH2:17][CH3:18])[CH:14]=[C:15]([CH3:16])[C:10]=2[O:9][CH:8]([CH:19]([CH3:21])[CH3:20])[C:7]1=[O:22].[OH-].[Na+], predict the reaction product. The product is: [CH2:17]([C:13]1[CH:14]=[C:15]([CH3:16])[C:10]2[O:9][CH:8]([CH:19]([CH3:20])[CH3:21])[C:7](=[O:22])[N:6]([CH2:5][CH2:4][C:3]([OH:23])=[O:2])[C:11]=2[CH:12]=1)[CH3:18]. (3) The product is: [C:35]([O:39][C:40](=[O:50])[NH:41][C:42]1[CH:47]=[CH:46][C:45]([CH2:48][NH:49][C:53]([NH:1][C:2]2[CH:7]=[CH:6][C:5]([C:8]3[CH:24]=[CH:23][C:11]([C:12](=[O:13])[NH:14][CH2:15][CH2:16][N:17]4[CH2:22][CH2:21][CH2:20][CH2:19][CH2:18]4)=[C:10]([NH:25][CH2:26][CH3:27])[N:9]=3)=[CH:4][CH:3]=2)=[O:54])=[CH:44][N:43]=1)([CH3:38])([CH3:36])[CH3:37]. Given the reactants [NH2:1][C:2]1[CH:7]=[CH:6][C:5]([C:8]2[CH:24]=[CH:23][C:11]([C:12]([NH:14][CH2:15][CH2:16][N:17]3[CH2:22][CH2:21][CH2:20][CH2:19][CH2:18]3)=[O:13])=[C:10]([NH:25][CH2:26][CH3:27])[N:9]=2)=[CH:4][CH:3]=1.C(N(CC)CC)C.[C:35]([O:39][C:40](=[O:50])[NH:41][C:42]1[CH:47]=[CH:46][C:45]([CH2:48][NH2:49])=[CH:44][N:43]=1)([CH3:38])([CH3:37])[CH3:36].C1C[O:54][CH2:53]C1, predict the reaction product. (4) Given the reactants [F:1][C:2]1[CH:11]=[C:10]([NH:12][S:13]([C:16]2[CH:21]=[CH:20][C:19]([CH:22]=O)=[CH:18][C:17]=2[CH3:24])(=[O:15])=[O:14])[CH:9]=[CH:8][C:3]=1[C:4]([O:6][CH3:7])=[O:5].[C:25]([NH2:29])([CH3:28])([CH3:27])[CH3:26].C([BH3-])#N.[Na+], predict the reaction product. The product is: [C:25]([NH:29][CH2:22][C:19]1[CH:20]=[CH:21][C:16]([S:13]([NH:12][C:10]2[CH:9]=[CH:8][C:3]([C:4]([O:6][CH3:7])=[O:5])=[C:2]([F:1])[CH:11]=2)(=[O:14])=[O:15])=[C:17]([CH3:24])[CH:18]=1)([CH3:28])([CH3:27])[CH3:26].